Dataset: Full USPTO retrosynthesis dataset with 1.9M reactions from patents (1976-2016). Task: Predict the reactants needed to synthesize the given product. Given the product [C:11]([C:15]1[CH:20]=[CH:19][C:18]([S:21]([NH:1][C:2]2[CH:9]=[CH:8][C:7]([Cl:10])=[CH:6][C:3]=2[C:4]#[N:5])(=[O:23])=[O:22])=[CH:17][CH:16]=1)([CH3:14])([CH3:12])[CH3:13], predict the reactants needed to synthesize it. The reactants are: [NH2:1][C:2]1[CH:9]=[CH:8][C:7]([Cl:10])=[CH:6][C:3]=1[C:4]#[N:5].[C:11]([C:15]1[CH:20]=[CH:19][C:18]([S:21](Cl)(=[O:23])=[O:22])=[CH:17][CH:16]=1)([CH3:14])([CH3:13])[CH3:12].